Dataset: Reaction yield outcomes from USPTO patents with 853,638 reactions. Task: Predict the reaction yield, written as a fraction of the theoretical maximum amount of product (1.0 means a 100% yield; for example, 0.34 means a 34% yield). (1) The catalyst is CN(C=O)C. The product is [C:23]([C:7]1[C:8]2[C:13](=[CH:12][CH:11]=[C:10]([O:16][C:17]3[CH:22]=[CH:21][CH:20]=[CH:19][CH:18]=3)[CH:9]=2)[C:14]([OH:15])=[C:5]([C:3]([NH:25][CH:26]([C:31]2[CH:36]=[CH:35][CH:34]=[CH:33][CH:32]=2)[CH2:27][C:28]([OH:30])=[O:29])=[O:4])[N:6]=1)#[N:24]. The reactants are CO[C:3]([C:5]1[N:6]=[C:7]([C:23]#[N:24])[C:8]2[C:13]([C:14]=1[OH:15])=[CH:12][CH:11]=[C:10]([O:16][C:17]1[CH:22]=[CH:21][CH:20]=[CH:19][CH:18]=1)[CH:9]=2)=[O:4].[NH2:25][CH:26]([C:31]1[CH:36]=[CH:35][CH:34]=[CH:33][CH:32]=1)[CH2:27][C:28]([OH:30])=[O:29].C[O-].[Na+]. The yield is 0.730. (2) The reactants are CCN=C=NCCCN(C)C.[F:12][C:13]1[CH:18]=[CH:17][CH:16]=[CH:15][C:14]=1[NH:19][C:20]1[O:24][C:23]([C:25]([NH:27][C:28]2[CH:29]=[N:30][C:31]([N:34]3[CH2:39][CH2:38][NH:37][CH2:36][CH2:35]3)=[CH:32][CH:33]=2)=[O:26])=[N:22][N:21]=1.[C:40](O)(=[O:43])[CH2:41][OH:42].C1C=CC2N(O)N=NC=2C=1. The catalyst is CN(C=O)C.O. The product is [F:12][C:13]1[CH:18]=[CH:17][CH:16]=[CH:15][C:14]=1[NH:19][C:20]1[O:24][C:23]([C:25]([NH:27][C:28]2[CH:29]=[N:30][C:31]([N:34]3[CH2:39][CH2:38][N:37]([C:41](=[O:42])[CH2:40][OH:43])[CH2:36][CH2:35]3)=[CH:32][CH:33]=2)=[O:26])=[N:22][N:21]=1. The yield is 0.650. (3) The reactants are [CH3:1][O:2][C:3](=[O:10])[CH:4]=[CH:5][C:6]([CH3:9])([CH3:8])[CH3:7]. The catalyst is CO.C(OCC)(=O)C.[Pd]. The product is [CH3:1][O:2][C:3](=[O:10])[CH2:4][CH2:5][C:6]([CH3:9])([CH3:8])[CH3:7]. The yield is 0.810. (4) The reactants are [CH2:1]([N:8]1[CH:16]=[C:15]2[C:10]([CH:11]=[C:12]([C:17]3[CH:18]=[C:19]([CH:27]4[CH2:31][CH2:30][NH:29][CH2:28]4)[N:20]4[C:25]=3[C:24]([NH2:26])=[N:23][CH:22]=[N:21]4)[CH:13]=[CH:14]2)=[N:9]1)[C:2]1[CH:7]=[CH:6][CH:5]=[CH:4][CH:3]=1.Cl.[CH3:33][N:34]([CH3:40])[CH2:35][CH2:36][C:37](O)=[O:38]. No catalyst specified. The product is [CH2:1]([N:8]1[CH:16]=[C:15]2[C:10]([CH:11]=[C:12]([C:17]3[CH:18]=[C:19]([CH:27]4[CH2:31][CH2:30][N:29]([C:37](=[O:38])[CH2:36][CH2:35][N:34]([CH3:40])[CH3:33])[CH2:28]4)[N:20]4[C:25]=3[C:24]([NH2:26])=[N:23][CH:22]=[N:21]4)[CH:13]=[CH:14]2)=[N:9]1)[C:2]1[CH:3]=[CH:4][CH:5]=[CH:6][CH:7]=1. The yield is 0.180. (5) The reactants are [NH2:1][C:2]1[CH:7]=[C:6]([N+:8]([O-:10])=[O:9])[CH:5]=[CH:4][C:3]=1[N:11]1[CH2:16][CH2:15][N:14]([C:17]([C:19]2[CH:24]=[CH:23][CH:22]=[CH:21][CH:20]=2)=[O:18])[CH2:13][CH2:12]1.P([O-])([O-])([O-])=O.[K+].[K+].[K+].[C:33]1(B(O)O)[CH:38]=[CH:37][CH:36]=[CH:35][CH:34]=1. The catalyst is ClCCl.C([O-])(=O)C.[Cu+2].C([O-])(=O)C. The product is [C:17]([N:14]1[CH2:13][CH2:12][N:11]([C:3]2[CH:4]=[CH:5][C:6]([N+:8]([O-:10])=[O:9])=[CH:7][C:2]=2[NH:1][C:33]2[CH:38]=[CH:37][CH:36]=[CH:35][CH:34]=2)[CH2:16][CH2:15]1)(=[O:18])[C:19]1[CH:20]=[CH:21][CH:22]=[CH:23][CH:24]=1. The yield is 0.200. (6) The reactants are [S:1]1[CH:5]=[CH:4][C:3]([CH2:6][C:7]#[N:8])=[CH:2]1.CO.[ClH:11]. The catalyst is O1CCCC1. The product is [ClH:11].[S:1]1[CH:5]=[CH:4][C:3]([CH2:6][CH2:7][NH2:8])=[CH:2]1. The yield is 0.940.